Dataset: Peptide-MHC class I binding affinity with 185,985 pairs from IEDB/IMGT. Task: Regression. Given a peptide amino acid sequence and an MHC pseudo amino acid sequence, predict their binding affinity value. This is MHC class I binding data. (1) The MHC is HLA-A02:02 with pseudo-sequence HLA-A02:02. The binding affinity (normalized) is 0.468. The peptide sequence is RLSCAASGFT. (2) The peptide sequence is SQNPLAELK. The MHC is HLA-A33:01 with pseudo-sequence HLA-A33:01. The binding affinity (normalized) is 0.00359. (3) The peptide sequence is HPLARTAKV. The MHC is HLA-A26:01 with pseudo-sequence HLA-A26:01. The binding affinity (normalized) is 0.0847. (4) The MHC is HLA-B57:01 with pseudo-sequence HLA-B57:01. The binding affinity (normalized) is 0.0847. The peptide sequence is IEDDEIIWV. (5) The peptide sequence is NSVETIVLMAV. The MHC is Mamu-A02 with pseudo-sequence Mamu-A02. The binding affinity (normalized) is 0.113. (6) The peptide sequence is KSFKDQSKY. The MHC is HLA-A30:01 with pseudo-sequence HLA-A30:01. The binding affinity (normalized) is 0.351. (7) The peptide sequence is TPGPGTRYPL. The MHC is HLA-B15:03 with pseudo-sequence HLA-B15:03. The binding affinity (normalized) is 0. (8) The peptide sequence is AVFKDSFLRK. The MHC is HLA-A11:01 with pseudo-sequence HLA-A11:01. The binding affinity (normalized) is 0.916.